From a dataset of Forward reaction prediction with 1.9M reactions from USPTO patents (1976-2016). Predict the product of the given reaction. (1) Given the reactants Cl[C:2]1[CH:7]=[CH:6][N:5]=[C:4]([C:8]2[CH:15]=[CH:14][CH:13]=[CH:12][C:9]=2[C:10]#[N:11])[CH:3]=1.C([Sn](CCCC)(CCCC)[C:21]1[N:25]2[CH:26]=[CH:27][C:28]([C:30]([F:33])([F:32])[F:31])=[N:29][C:24]2=[N:23][CH:22]=1)CCC, predict the reaction product. The product is: [F:32][C:30]([F:31])([F:33])[C:28]1[CH:27]=[CH:26][N:25]2[C:21]([C:2]3[CH:7]=[CH:6][N:5]=[C:4]([C:8]4[CH:15]=[CH:14][CH:13]=[CH:12][C:9]=4[C:10]#[N:11])[CH:3]=3)=[CH:22][N:23]=[C:24]2[N:29]=1. (2) Given the reactants F[C:2]1[CH:7]=[CH:6][C:5]([S:8]([C:11]2([F:27])[CH2:16][CH2:15][N:14]([CH2:17][CH2:18][C:19]3[CH:24]=[CH:23][C:22]([F:25])=[CH:21][C:20]=3[F:26])[CH2:13][CH2:12]2)(=[O:10])=[O:9])=[CH:4][CH:3]=1.[NH:28]1[CH2:32][CH2:31][CH2:30][CH2:29]1, predict the reaction product. The product is: [F:26][C:20]1[CH:21]=[C:22]([F:25])[CH:23]=[CH:24][C:19]=1[CH2:18][CH2:17][N:14]1[CH2:13][CH2:12][C:11]([F:27])([S:8]([C:5]2[CH:4]=[CH:3][C:2]([N:28]3[CH2:32][CH2:31][CH2:30][CH2:29]3)=[CH:7][CH:6]=2)(=[O:9])=[O:10])[CH2:16][CH2:15]1. (3) Given the reactants [C:1]([O:5][C:6](=[O:13])[NH:7][CH:8]1[CH2:11][C:10](=C)[CH2:9]1)([CH3:4])([CH3:3])[CH3:2].[O:14]=[O+][O-].CCOC(C)=O, predict the reaction product. The product is: [C:1]([O:5][C:6](=[O:13])[NH:7][CH:8]1[CH2:11][C:10](=[O:14])[CH2:9]1)([CH3:4])([CH3:3])[CH3:2]. (4) Given the reactants Cl[C:2]1[N:7]=[C:6]2[N:8]([CH3:11])[N:9]=[CH:10][C:5]2=[C:4]([N:12]2[CH2:18][CH:17]3[O:19][CH:14]([CH2:15][CH2:16]3)[CH2:13]2)[N:3]=1.[NH2:20][C:21]1[CH:26]=[CH:25][C:24](B2OC(C)(C)C(C)(C)O2)=[CH:23][CH:22]=1, predict the reaction product. The product is: [CH:14]12[O:19][CH:17]([CH2:16][CH2:15]1)[CH2:18][N:12]([C:4]1[N:3]=[C:2]([C:24]3[CH:25]=[CH:26][C:21]([NH2:20])=[CH:22][CH:23]=3)[N:7]=[C:6]3[N:8]([CH3:11])[N:9]=[CH:10][C:5]=13)[CH2:13]2. (5) Given the reactants [Cl:1][C:2]1[CH:3]=[C:4]2[C:8](=[C:9]([C:12]([OH:14])=O)[C:10]=1[F:11])[NH:7][CH:6]=[CH:5]2.[Cl:15][C:16]1[CH:21]=[CH:20][C:19]([CH2:22][CH2:23][NH:24][CH2:25][C:26]2[CH:31]=[CH:30][C:29]([Si:32]([CH3:35])([CH3:34])[CH3:33])=[CH:28][CH:27]=2)=[CH:18][CH:17]=1, predict the reaction product. The product is: [Cl:15][C:16]1[CH:17]=[CH:18][C:19]([CH2:22][CH2:23][N:24]([CH2:25][C:26]2[CH:27]=[CH:28][C:29]([Si:32]([CH3:33])([CH3:35])[CH3:34])=[CH:30][CH:31]=2)[C:12]([C:9]2[C:10]([F:11])=[C:2]([Cl:1])[CH:3]=[C:4]3[C:8]=2[NH:7][CH:6]=[CH:5]3)=[O:14])=[CH:20][CH:21]=1. (6) Given the reactants [O:1]1[CH2:6][CH2:5][CH2:4][O:3][CH:2]1[CH2:7][CH2:8][CH2:9][C:10]([NH:13][NH:14][C:15]([C:17]1[CH:18]=[C:19]2[C:24](=[CH:25][CH:26]=1)[N:23]=[C:22]([CH3:27])[CH:21]=[CH:20]2)=O)=[N:11][CH3:12], predict the reaction product. The product is: [O:1]1[CH2:6][CH2:5][CH2:4][O:3][CH:2]1[CH2:7][CH2:8][CH2:9][C:10]1[N:11]([CH3:12])[C:15]([C:17]2[CH:18]=[C:19]3[C:24](=[CH:25][CH:26]=2)[N:23]=[C:22]([CH3:27])[CH:21]=[CH:20]3)=[N:14][N:13]=1.